The task is: Regression. Given a peptide amino acid sequence and an MHC pseudo amino acid sequence, predict their binding affinity value. This is MHC class II binding data.. This data is from Peptide-MHC class II binding affinity with 134,281 pairs from IEDB. The peptide sequence is QRAAEPWRDDQRSRS. The MHC is DRB1_0101 with pseudo-sequence DRB1_0101. The binding affinity (normalized) is 0.351.